Dataset: Full USPTO retrosynthesis dataset with 1.9M reactions from patents (1976-2016). Task: Predict the reactants needed to synthesize the given product. (1) Given the product [CH:1]1([C:4]2[C:5]([N:22]([CH2:27][C:28]3[CH:33]=[CH:32][C:31]([O:34][CH3:35])=[CH:30][CH:29]=3)[S:23]([CH3:26])(=[O:24])=[O:25])=[CH:6][C:7]3[O:11][C:10]([C:12]4[CH:17]=[CH:16][C:15]([F:18])=[CH:14][CH:13]=4)=[C:9]([C:19]4[NH:38][CH2:37][CH2:36][N:39]=4)[C:8]=3[CH:21]=2)[CH2:2][CH2:3]1, predict the reactants needed to synthesize it. The reactants are: [CH:1]1([C:4]2[C:5]([N:22]([CH2:27][C:28]3[CH:33]=[CH:32][C:31]([O:34][CH3:35])=[CH:30][CH:29]=3)[S:23]([CH3:26])(=[O:25])=[O:24])=[CH:6][C:7]3[O:11][C:10]([C:12]4[CH:17]=[CH:16][C:15]([F:18])=[CH:14][CH:13]=4)=[C:9]([CH:19]=O)[C:8]=3[CH:21]=2)[CH2:3][CH2:2]1.[CH2:36]([NH2:39])[CH2:37][NH2:38].BrN1C(=O)CCC1=O.CCCCCC.C(OCC)(=O)C. (2) Given the product [C:1]([O-:4])(=[O:3])[CH3:2].[Mn+2:5].[C:1]([O-:4])(=[O:3])[CH3:2], predict the reactants needed to synthesize it. The reactants are: [CH2:1]([OH:3])[CH3:2].[O-2:4].[Mn+2:5]. (3) Given the product [OH:14][C:2]1[CH:10]=[CH:9][C:5]([C:6]([OH:8])=[O:7])=[CH:4][C:3]=1[N+:11]([O-:13])=[O:12], predict the reactants needed to synthesize it. The reactants are: Cl[C:2]1[CH:10]=[CH:9][C:5]([C:6]([OH:8])=[O:7])=[CH:4][C:3]=1[N+:11]([O-:13])=[O:12].[OH-:14].[Na+].Cl. (4) Given the product [CH:20]([OH:21])=[O:44].[CH3:41][CH:38]([NH:39][C:7]1[N:12]=[C:11]([NH:13][C:14]2[CH:19]=[CH:18][C:17]([C:20]([NH2:22])=[O:21])=[CH:16][CH:15]=2)[NH:10][C:9]2=[N:23][CH:24]=[CH:25][C:8]=12)[CH3:37], predict the reactants needed to synthesize it. The reactants are: FC(F)(F)S(O[C:7]1[C:8]2[CH:25]=[CH:24][N:23](S(C(F)(F)F)(=O)=O)[C:9]=2[N:10]=[C:11]([NH:13][C:14]2[CH:19]=[CH:18][C:17]([C:20]([NH2:22])=[O:21])=[CH:16][CH:15]=2)[N:12]=1)(=O)=O.CC(C)[CH2:37][CH2:38][NH2:39].[CH3:41]C([OH:44])C. (5) Given the product [O:1]=[C:2]1[NH:7][N:6]=[C:5]([C:8]2[CH:9]=[C:10]([CH:14]=[CH:15][CH:16]=2)[C:11]([O:13][CH3:21])=[O:12])[CH:4]=[CH:3]1, predict the reactants needed to synthesize it. The reactants are: [O:1]=[C:2]1[NH:7][N:6]=[C:5]([C:8]2[CH:9]=[C:10]([CH:14]=[CH:15][CH:16]=2)[C:11]([OH:13])=[O:12])[CH:4]=[CH:3]1.S(Cl)(Cl)=O.[CH3:21]O. (6) The reactants are: [CH3:1][O:2][C:3]1[CH:4]=[C:5]([C:11]([CH:19]([CH3:21])[CH3:20])([CH2:14][CH2:15][CH2:16][NH:17][CH3:18])[C:12]#[N:13])[CH:6]=[CH:7][C:8]=1[O:9][CH3:10].[C:22](=O)([O-])[O-].[K+].[K+].C(Br)[CH2:29][CH:30]([CH3:32])[CH3:31]. Given the product [CH3:1][O:2][C:3]1[CH:4]=[C:5]([C:11]([CH:19]([CH3:21])[CH3:20])([CH2:14][CH2:15][CH2:16][N:17]([CH3:22])[CH2:18][CH2:29][CH:30]([CH3:32])[CH3:31])[C:12]#[N:13])[CH:6]=[CH:7][C:8]=1[O:9][CH3:10], predict the reactants needed to synthesize it. (7) Given the product [CH3:60][C:61]1[O:65][C:64]([NH:66][C:32]([NH:18][C:17]2[CH:19]=[CH:20][C:14]([C:12]3[N:13]=[C:8]([N:7]4[CH2:6][CH2:5][O:4][CH2:3][C@@H:2]4[CH3:1])[C:9]4[CH2:24][CH2:23][N:22]([C:25]5[N:26]=[CH:27][CH:28]=[CH:29][N:30]=5)[CH2:21][C:10]=4[N:11]=3)=[CH:15][CH:16]=2)=[O:31])=[N:63][N:62]=1, predict the reactants needed to synthesize it. The reactants are: [CH3:1][C@@H:2]1[N:7]([C:8]2[C:9]3[CH2:24][CH2:23][N:22]([C:25]4[N:30]=[CH:29][CH:28]=[CH:27][N:26]=4)[CH2:21][C:10]=3[N:11]=[C:12]([C:14]3[CH:20]=[CH:19][C:17]([NH2:18])=[CH:16][CH:15]=3)[N:13]=2)[CH2:6][CH2:5][O:4][CH2:3]1.[O:31]1CCN(C2C3CN(C4N=CC=CN=4)CCC=3N=C(C3C=CC(N)=CC=3)N=2)C[CH2:32]1.[CH3:60][C:61]1[O:65][C:64]([NH2:66])=[N:63][N:62]=1.C1(CN)CC1.